From a dataset of Reaction yield outcomes from USPTO patents with 853,638 reactions. Predict the reaction yield, written as a fraction of the theoretical maximum amount of product (1.0 means a 100% yield; for example, 0.34 means a 34% yield). (1) The reactants are [C:1]1(=[O:8])[CH2:6][CH2:5][C:4](=[O:7])[CH2:3][CH2:2]1.[C:9]1([Mg]Br)[CH:14]=[CH:13][CH:12]=[CH:11][CH:10]=1. The catalyst is C1COCC1. The product is [OH:7][C:4]1([C:9]2[CH:14]=[CH:13][CH:12]=[CH:11][CH:10]=2)[CH2:5][CH2:6][C:1](=[O:8])[CH2:2][CH2:3]1. The yield is 0.220. (2) The reactants are [CH3:1][O:2][C:3]([C:5]1[CH2:6][O:7][CH2:8][CH2:9][C:10]=1[C:11]1[CH:16]=[CH:15][C:14]([C:17]2[CH:22]=[CH:21][CH:20]=[CH:19][CH:18]=2)=[CH:13][CH:12]=1)=[O:4]. The catalyst is CCOC(C)=O.CCO.[Pd]. The product is [CH3:1][O:2][C:3]([C@H:5]1[C@H:10]([C:11]2[CH:12]=[CH:13][C:14]([C:17]3[CH:22]=[CH:21][CH:20]=[CH:19][CH:18]=3)=[CH:15][CH:16]=2)[CH2:9][CH2:8][O:7][CH2:6]1)=[O:4]. The yield is 0.290. (3) The reactants are [CH2:1]([N:8]1[CH2:16][C:15]2[C:10](=[CH:11][CH:12]=[C:13](Br)[CH:14]=2)[C:9]1=[O:18])[C:2]1[CH:7]=[CH:6][CH:5]=[CH:4][CH:3]=1.C[O-].[Na+].CO.[C:24](OCC)(=[O:26])C. The catalyst is CO.CCCCCC. The product is [CH2:1]([N:8]1[CH2:16][C:15]2[C:10](=[CH:11][CH:12]=[C:13]([O:26][CH3:24])[CH:14]=2)[C:9]1=[O:18])[C:2]1[CH:7]=[CH:6][CH:5]=[CH:4][CH:3]=1. The yield is 0.540. (4) The yield is 0.0200. The product is [NH3:3].[CH3:2][OH:38].[CH3:17][N:12]1[C:13]([CH3:16])([CH3:15])[CH2:14][CH:9]([NH:8][C:6]2[C:5]([C:20]#[N:21])=[CH:4][N:3]=[C:2]([NH:36][C:28]3[CH:29]=[C:30]([N:31]4[CH:35]=[N:34][N:33]=[N:32]4)[C:25]([CH:22]4[CH2:23][CH2:24]4)=[CH:26][C:27]=3[F:37])[N:7]=2)[CH2:10][C:11]1([CH3:19])[CH3:18]. The catalyst is CC(O)C. The reactants are Cl[C:2]1[N:7]=[C:6]([NH:8][CH:9]2[CH2:14][C:13]([CH3:16])([CH3:15])[N:12]([CH3:17])[C:11]([CH3:19])([CH3:18])[CH2:10]2)[C:5]([C:20]#[N:21])=[CH:4][N:3]=1.[CH:22]1([C:25]2[C:30]([N:31]3[CH:35]=[N:34][N:33]=[N:32]3)=[CH:29][C:28]([NH2:36])=[C:27]([F:37])[CH:26]=2)[CH2:24][CH2:23]1.[OH2:38].C1(C)C=CC(S(O)(=O)=O)=CC=1.